This data is from Catalyst prediction with 721,799 reactions and 888 catalyst types from USPTO. The task is: Predict which catalyst facilitates the given reaction. (1) Reactant: [C:1]([NH:4][C@H:5]([CH2:25]O)[CH2:6][C:7]([NH:9][C:10]1[CH:15]=[CH:14][C:13]([O:16][CH2:17][C:18]2[CH:23]=[CH:22][CH:21]=[C:20]([F:24])[CH:19]=2)=[CH:12][CH:11]=1)=[O:8])(=[O:3])[CH3:2].S(Cl)(Cl)=O.CC(C)([O-])C.[K+].O. Product: [F:24][C:20]1[CH:19]=[C:18]([CH:23]=[CH:22][CH:21]=1)[CH2:17][O:16][C:13]1[CH:12]=[CH:11][C:10]([N:9]2[C:7](=[O:8])[CH2:6][C@H:5]([NH:4][C:1](=[O:3])[CH3:2])[CH2:25]2)=[CH:15][CH:14]=1. The catalyst class is: 247. (2) Reactant: [Cl:1][C:2]1[CH:7]=[CH:6][C:5]([CH:8]2[CH2:13][CH2:12][N:11]([CH3:14])[CH2:10][CH:9]2[OH:15])=[CH:4][CH:3]=1.[H-].[Na+].Br[CH2:19][C:20]1[CH:29]=[CH:28][C:27]2[C:22](=[CH:23][CH:24]=[CH:25][CH:26]=2)[CH:21]=1. Product: [Cl:1][C:2]1[CH:7]=[CH:6][C:5]([CH:8]2[CH2:13][CH2:12][N:11]([CH3:14])[CH2:10][CH:9]2[O:15][CH2:19][C:20]2[CH:29]=[CH:28][C:27]3[C:22](=[CH:23][CH:24]=[CH:25][CH:26]=3)[CH:21]=2)=[CH:4][CH:3]=1. The catalyst class is: 7. (3) Reactant: [O-]CC.[Na+].C(=O)(O)O.[NH2:9][C:10]([NH2:12])=[NH:11].[C:13]1([NH:19][C:20]([C:22]2[CH:27]=[C:26]([N:28]3[CH2:32][C:31](=O)[C:30](=[CH:34]N(C)C)[CH2:29]3)[CH:25]=[CH:24][N:23]=2)=[O:21])[CH:18]=[CH:17][CH:16]=[CH:15][CH:14]=1.O. Product: [C:13]1([NH:19][C:20]([C:22]2[CH:27]=[C:26]([N:28]3[CH2:29][C:30]4[CH:34]=[N:9][C:10]([NH2:12])=[N:11][C:31]=4[CH2:32]3)[CH:25]=[CH:24][N:23]=2)=[O:21])[CH:14]=[CH:15][CH:16]=[CH:17][CH:18]=1. The catalyst class is: 8. (4) Product: [CH2:34]([N:61]1[CH2:62][CH:58]([C:52]2[CH:53]=[CH:54][C:55]([F:57])=[CH:56][C:51]=2[F:50])[CH:59]([CH:63]([O:27][C:24]2[CH:23]=[CH:22][C:21]([Cl:20])=[CH:26][N:25]=2)[CH3:64])[CH2:60]1)[C:31]1[CH:32]=[CH:33][CH:28]=[CH:29][CH:30]=1. Reactant: C1C=CC(P(C2C=CC=CC=2)C2C=CC=CC=2)=CC=1.[Cl:20][C:21]1[CH:22]=[CH:23][C:24]([OH:27])=[N:25][CH:26]=1.[CH:28]1[CH:33]=[CH:32][C:31]([CH2:34]OC(/N=N/C(O[CH2:34][C:31]2[CH:32]=[CH:33][CH:28]=[CH:29][CH:30]=2)=O)=O)=[CH:30][CH:29]=1.[F:50][C:51]1[CH:56]=[C:55]([F:57])[CH:54]=[CH:53][C:52]=1[CH:58]1[CH2:62][NH:61][CH2:60][CH:59]1[CH:63](O)[CH3:64]. The catalyst class is: 1. (5) Reactant: C[O:2][C:3]1[CH:4]=[C:5]2[C:9](=[CH:10][CH:11]=1)[NH:8][C:7](=[O:12])[C:6]2=[C:13]([C:15]1[NH:16][CH:17]=[CH:18][CH:19]=1)[CH3:14].B(Br)(Br)Br. Product: [OH:2][C:3]1[CH:4]=[C:5]2[C:9](=[CH:10][CH:11]=1)[NH:8][C:7](=[O:12])[C:6]2=[C:13]([C:15]1[NH:16][CH:17]=[CH:18][CH:19]=1)[CH3:14]. The catalyst class is: 4. (6) The catalyst class is: 9. Reactant: [Cl:1][C:2]1[N:3]=[CH:4][C:5]2[NH:11][C:10](=[O:12])[CH:9]([CH3:13])[CH2:8][N:7]([CH2:14][CH2:15][CH:16]([CH3:18])[CH3:17])[C:6]=2[N:19]=1.I[CH3:21].[H-].[Na+]. Product: [Cl:1][C:2]1[N:3]=[CH:4][C:5]2[N:11]([CH3:21])[C:10](=[O:12])[CH:9]([CH3:13])[CH2:8][N:7]([CH2:14][CH2:15][CH:16]([CH3:18])[CH3:17])[C:6]=2[N:19]=1. (7) Reactant: [Cl:1][C:2]1[CH:8]=[CH:7][C:6]([C:9]([F:12])([F:11])[F:10])=[CH:5][C:3]=1[NH2:4].[H-].[Na+].F[C:16]1[CH:17]=[C:18]([CH:23]=[CH:24][C:25]=1[N+:26]([O-:28])=[O:27])[C:19]([O:21][CH3:22])=[O:20].Cl. Product: [Cl:1][C:2]1[CH:8]=[CH:7][C:6]([C:9]([F:10])([F:11])[F:12])=[CH:5][C:3]=1[NH:4][C:24]1[CH:23]=[C:18]([CH:17]=[CH:16][C:25]=1[N+:26]([O-:28])=[O:27])[C:19]([O:21][CH3:22])=[O:20]. The catalyst class is: 270. (8) Reactant: CS(O[C@@H:6]1[CH2:10][CH2:9][N:8]([C:11]2[S:12][C:13]3[CH:19]=[C:18]([C:20]4[CH:25]=[CH:24][C:23]([C:26]#[N:27])=[CH:22][CH:21]=4)[CH:17]=[CH:16][C:14]=3[N:15]=2)[CH2:7]1)(=O)=O.[CH3:28][CH:29]1[CH2:34][CH2:33][CH2:32][CH2:31][NH:30]1.CN(C)C=O. Product: [CH3:28][CH:29]1[CH2:34][CH2:33][CH2:32][CH2:31][N:30]1[C@H:6]1[CH2:10][CH2:9][N:8]([C:11]2[S:12][C:13]3[CH:19]=[C:18]([C:20]4[CH:25]=[CH:24][C:23]([C:26]#[N:27])=[CH:22][CH:21]=4)[CH:17]=[CH:16][C:14]=3[N:15]=2)[CH2:7]1. The catalyst class is: 32.